Dataset: Full USPTO retrosynthesis dataset with 1.9M reactions from patents (1976-2016). Task: Predict the reactants needed to synthesize the given product. (1) Given the product [NH:3]1[C:7]2[CH:8]=[CH:9][CH:10]=[CH:11][C:6]=2[N:5]=[C:4]1[C@H:12]([NH:22][C:33]([NH:24][C@H:25]1[CH2:30][CH2:29][CH2:28][CH2:27][C@@H:26]1[CH2:31][OH:32])=[O:34])[CH2:13][C:14]1[CH:19]=[CH:18][C:17]([O:20][CH3:21])=[CH:16][CH:15]=1, predict the reactants needed to synthesize it. The reactants are: Cl.Cl.[NH:3]1[C:7]2[CH:8]=[CH:9][CH:10]=[CH:11][C:6]=2[N:5]=[C:4]1[C@H:12]([NH2:22])[CH2:13][C:14]1[CH:19]=[CH:18][C:17]([O:20][CH3:21])=[CH:16][CH:15]=1.Cl.[NH2:24][C@H:25]1[CH2:30][CH2:29][CH2:28][CH2:27][C@@H:26]1[CH2:31][OH:32].[C:33](O)(C(F)(F)F)=[O:34]. (2) Given the product [CH3:1][O:2][C:3]1[CH:12]=[C:11]([N:13]2[C@H:17]([CH3:18])[CH2:16][O:15][C:14]2=[O:19])[CH:10]=[CH:9][C:4]=1[C:5]([OH:7])=[O:6], predict the reactants needed to synthesize it. The reactants are: [CH3:1][O:2][C:3]1[CH:12]=[C:11]([N:13]2[C@H:17]([CH3:18])[CH2:16][O:15][C:14]2=[O:19])[CH:10]=[CH:9][C:4]=1[C:5]([O:7]C)=[O:6].[OH-].[Na+].Cl.